Dataset: Catalyst prediction with 721,799 reactions and 888 catalyst types from USPTO. Task: Predict which catalyst facilitates the given reaction. (1) Reactant: Cl[C:2]1[N:7]=[C:6]([Cl:8])[N:5]=[C:4]2[N:9]([CH:12]3[CH2:17][CH2:16][CH2:15][CH2:14][O:13]3)[N:10]=[CH:11][C:3]=12.Cl.[CH3:19][N:20]1[CH:24]=[C:23]([NH2:25])[N:22]=[CH:21]1. Product: [Cl:8][C:6]1[N:5]=[C:4]2[N:9]([CH:12]3[CH2:17][CH2:16][CH2:15][CH2:14][O:13]3)[N:10]=[CH:11][C:3]2=[C:2]([NH:25][C:23]2[N:22]=[CH:21][N:20]([CH3:19])[CH:24]=2)[N:7]=1. The catalyst class is: 8. (2) Reactant: [H-].[Na+].[Cl:3][C:4]1[CH:9]=[CH:8][C:7]([NH:10][CH:11]=O)=[CH:6][CH:5]=1.[F:13][C:14]1[CH:19]=[CH:18][CH:17]=C(F)[N:15]=1. Product: [Cl:3][C:4]1[CH:9]=[CH:8][C:7]([NH:10][C:11]2[CH:17]=[CH:18][CH:19]=[C:14]([F:13])[N:15]=2)=[CH:6][CH:5]=1. The catalyst class is: 9. (3) Reactant: [F:1][C:2]1[CH:7]=[CH:6][CH:5]=[CH:4][C:3]=1[C:8]1[N:12]([S:13]([C:16]2[CH:21]=[CH:20][CH:19]=[C:18]([OH:22])[CH:17]=2)(=[O:15])=[O:14])[CH:11]=[C:10]([CH2:23][N:24]([CH3:32])[C:25](=[O:31])[O:26][C:27]([CH3:30])([CH3:29])[CH3:28])[CH:9]=1.C(=O)([O-])[O-].[Cs+].[Cs+].Br[CH2:40][C:41]([O:43][CH2:44][CH3:45])=[O:42]. Product: [C:27]([O:26][C:25]([N:24]([CH2:23][C:10]1[CH:9]=[C:8]([C:3]2[CH:4]=[CH:5][CH:6]=[CH:7][C:2]=2[F:1])[N:12]([S:13]([C:16]2[CH:17]=[C:18]([CH:19]=[CH:20][CH:21]=2)[O:22][CH2:40][C:41]([O:43][CH2:44][CH3:45])=[O:42])(=[O:14])=[O:15])[CH:11]=1)[CH3:32])=[O:31])([CH3:28])([CH3:29])[CH3:30]. The catalyst class is: 9. (4) Reactant: [CH3:1][O:2][C:3](=[O:15])[CH:4]=[C:5]1[CH2:14][CH2:13][C:8]2([O:12][CH2:11][CH2:10][O:9]2)[CH2:7][CH2:6]1.[H][H]. Product: [CH3:1][O:2][C:3](=[O:15])[CH2:4][CH:5]1[CH2:14][CH2:13][C:8]2([O:9][CH2:10][CH2:11][O:12]2)[CH2:7][CH2:6]1. The catalyst class is: 349.